From a dataset of Forward reaction prediction with 1.9M reactions from USPTO patents (1976-2016). Predict the product of the given reaction. Given the reactants [Cl:1][C:2]1[CH:7]=[C:6](I)[C:5]([C:9]([F:12])([F:11])[F:10])=[CH:4][N:3]=1.[NH2:13][C:14]1[CH:19]=[CH:18][CH:17]=[CH:16][N:15]=1.CC1(C)C2C(=C(P(C3C=CC=CC=3)C3C=CC=CC=3)C=CC=2)OC2C(P(C3C=CC=CC=3)C3C=CC=CC=3)=CC=CC1=2.C(=O)([O-])[O-].[Cs+].[Cs+], predict the reaction product. The product is: [Cl:1][C:2]1[CH:7]=[C:6]([NH:13][C:14]2[CH:19]=[CH:18][CH:17]=[CH:16][N:15]=2)[C:5]([C:9]([F:12])([F:11])[F:10])=[CH:4][N:3]=1.